From a dataset of Full USPTO retrosynthesis dataset with 1.9M reactions from patents (1976-2016). Predict the reactants needed to synthesize the given product. (1) Given the product [C:1]([O:5][C:6]([N:8]1[CH2:12][CH2:11][C@:10]([NH:15][C:16](=[O:22])[O:17][C:18]([CH3:21])([CH3:20])[CH3:19])([CH2:13][NH:29][C:26]2[CH:25]=[C:24]([CH3:23])[O:28][N:27]=2)[CH2:9]1)=[O:7])([CH3:4])([CH3:3])[CH3:2], predict the reactants needed to synthesize it. The reactants are: [C:1]([O:5][C:6]([N:8]1[CH2:12][CH2:11][C@:10]([NH:15][C:16](=[O:22])[O:17][C:18]([CH3:21])([CH3:20])[CH3:19])([CH:13]=O)[CH2:9]1)=[O:7])([CH3:4])([CH3:3])[CH3:2].[CH3:23][C:24]1[O:28][N:27]=[C:26]([NH2:29])[CH:25]=1.C(O[BH-](OC(=O)C)OC(=O)C)(=O)C.[Na+].FC(F)(F)C(O)=O. (2) The reactants are: [CH2:1]([N:3]([CH2:27][CH3:28])[C:4](=[O:26])[O:5][CH2:6][CH:7]([CH3:25])[CH:8]([S:17][C:18]1[CH:23]=[CH:22][C:21]([Cl:24])=[CH:20][CH:19]=1)[C:9]1[CH:14]=[C:13]([F:15])[CH:12]=[CH:11][C:10]=1[F:16])[CH3:2].ClC1C=CC=C(C(OO)=[O:37])C=1.C(=O)(O)[O-].[Na+]. Given the product [CH2:27]([N:3]([CH2:1][CH3:2])[C:4](=[O:26])[O:5][CH2:6][CH:7]([CH3:25])[CH:8]([S:17]([C:18]1[CH:19]=[CH:20][C:21]([Cl:24])=[CH:22][CH:23]=1)=[O:37])[C:9]1[CH:14]=[C:13]([F:15])[CH:12]=[CH:11][C:10]=1[F:16])[CH3:28], predict the reactants needed to synthesize it. (3) Given the product [CH2:13]([C:3]1[N:4]=[C:5]2[CH:12]=[CH:11][CH:10]=[CH:9][N:6]2[C:7](=[O:8])[C:2]=1[C:22]1[CH:23]=[CH:24][C:19]([O:18][CH3:17])=[CH:20][CH:21]=1)[CH2:14][CH2:15][CH3:16], predict the reactants needed to synthesize it. The reactants are: Br[C:2]1[C:7](=[O:8])[N:6]2[CH:9]=[CH:10][CH:11]=[CH:12][C:5]2=[N:4][C:3]=1[CH2:13][CH2:14][CH2:15][CH3:16].[CH3:17][O:18][C:19]1[CH:24]=[CH:23][C:22](B(O)O)=[CH:21][CH:20]=1.C(=O)([O-])[O-].[Na+].[Na+]. (4) Given the product [F:21][C:18]1[CH:19]=[CH:20][C:15]([O:14][C:10]2[CH:9]=[C:8]([C:6]3[N:5]=[C:4]([C:22]([NH2:24])=[O:23])[CH:3]=[C:2]([CH:25]=[CH2:26])[CH:7]=3)[CH:13]=[CH:12][CH:11]=2)=[CH:16][CH:17]=1, predict the reactants needed to synthesize it. The reactants are: Cl[C:2]1[CH:7]=[C:6]([C:8]2[CH:13]=[CH:12][CH:11]=[C:10]([O:14][C:15]3[CH:20]=[CH:19][C:18]([F:21])=[CH:17][CH:16]=3)[CH:9]=2)[N:5]=[C:4]([C:22]([NH2:24])=[O:23])[CH:3]=1.[CH:25](B1OC(C)(C)C(C)(C)O1)=[CH2:26].CCCC[N+](CCCC)(CCCC)CCCC.[F-].C1COCC1. (5) Given the product [CH3:22][O:29][CH2:26][N:6]([CH2:5][Si:2]([CH3:3])([CH3:4])[CH3:1])[CH2:7][CH2:8][C:9]1[CH:14]=[CH:13][CH:12]=[CH:11][C:10]=1[N:15]1[CH2:20][CH2:19][CH2:18][CH2:17][C:16]1=[O:21], predict the reactants needed to synthesize it. The reactants are: [CH3:1][Si:2]([CH2:5][NH:6][CH2:7][CH2:8][C:9]1[CH:14]=[CH:13][CH:12]=[CH:11][C:10]=1[N:15]1[CH2:20][CH2:19][CH2:18][CH2:17][C:16]1=[O:21])([CH3:4])[CH3:3].[CH3:22]O.C=O.[C:26](=[O:29])([O-])[O-].[K+].[K+]. (6) Given the product [CH2:1]([O:8][C:9]1[CH:14]=[CH:13][N:12]([C:20]2[CH:19]=[N:18][C:17]([Cl:16])=[CH:22][CH:21]=2)[C:11](=[O:15])[CH:10]=1)[C:2]1[CH:3]=[CH:4][CH:5]=[CH:6][CH:7]=1, predict the reactants needed to synthesize it. The reactants are: [CH2:1]([O:8][C:9]1[CH:14]=[CH:13][NH:12][C:11](=[O:15])[CH:10]=1)[C:2]1[CH:7]=[CH:6][CH:5]=[CH:4][CH:3]=1.[Cl:16][C:17]1[CH:22]=[CH:21][C:20](I)=[CH:19][N:18]=1.CN[C@@H]1CCCC[C@H]1NC.C(=O)([O-])[O-].[K+].[K+].